Dataset: Experimentally validated miRNA-target interactions with 360,000+ pairs, plus equal number of negative samples. Task: Binary Classification. Given a miRNA mature sequence and a target amino acid sequence, predict their likelihood of interaction. The miRNA is mmu-miR-582-5p with sequence AUACAGUUGUUCAACCAGUUAC. The protein sequence of the target gene is MAGAAEDVRVLFGAAVRAALEAWPALQIAVENGFGGVHSQEKAEWLGGAVEDYFIANADLELEEIEDFLGELMTTEFDTVVEDGSLPQVSQQLQTMFHHFQKGDGAALQEMTSQINQKKCKVTATPLMTAKETDVAEDDVDSVEEMEVTATNDGATTDEVCPQPQPSDPDTQTIKEEDIVEDGWTIVRRKK. Result: 0 (no interaction).